From a dataset of NCI-60 drug combinations with 297,098 pairs across 59 cell lines. Regression. Given two drug SMILES strings and cell line genomic features, predict the synergy score measuring deviation from expected non-interaction effect. (1) Drug 1: CN(C)C(=N)N=C(N)N. Synergy scores: CSS=11.4, Synergy_ZIP=-1.58, Synergy_Bliss=1.65, Synergy_Loewe=-4.73, Synergy_HSA=2.13. Drug 2: C1CC(CNC1)C2=CC=C(C=C2)N3C=C4C=CC=C(C4=N3)C(=O)N. Cell line: T-47D. (2) Drug 1: CC1C(C(CC(O1)OC2CC(CC3=C2C(=C4C(=C3O)C(=O)C5=C(C4=O)C(=CC=C5)OC)O)(C(=O)CO)O)N)O.Cl. Drug 2: CC(C)CN1C=NC2=C1C3=CC=CC=C3N=C2N. Cell line: SK-OV-3. Synergy scores: CSS=8.60, Synergy_ZIP=-3.52, Synergy_Bliss=2.13, Synergy_Loewe=-5.43, Synergy_HSA=0.436. (3) Drug 1: C1=C(C(=O)NC(=O)N1)F. Drug 2: CC(C)(C#N)C1=CC(=CC(=C1)CN2C=NC=N2)C(C)(C)C#N. Cell line: NCI-H322M. Synergy scores: CSS=40.9, Synergy_ZIP=7.39, Synergy_Bliss=6.52, Synergy_Loewe=7.32, Synergy_HSA=7.48. (4) Drug 1: C1CC(C1)(C(=O)O)C(=O)O.[NH2-].[NH2-].[Pt+2]. Drug 2: C1=CC=C(C=C1)NC(=O)CCCCCCC(=O)NO. Cell line: NCI/ADR-RES. Synergy scores: CSS=48.6, Synergy_ZIP=-4.41, Synergy_Bliss=-4.19, Synergy_Loewe=-17.6, Synergy_HSA=-2.29. (5) Drug 1: C1=CC(=CC=C1CC(C(=O)O)N)N(CCCl)CCCl.Cl. Drug 2: CCC1(C2=C(COC1=O)C(=O)N3CC4=CC5=C(C=CC(=C5CN(C)C)O)N=C4C3=C2)O.Cl. Cell line: SF-268. Synergy scores: CSS=25.2, Synergy_ZIP=-2.74, Synergy_Bliss=4.06, Synergy_Loewe=-13.3, Synergy_HSA=2.56. (6) Drug 1: C1=NNC2=C1C(=O)NC=N2. Drug 2: CN(C(=O)NC(C=O)C(C(C(CO)O)O)O)N=O. Cell line: NCI-H322M. Synergy scores: CSS=-3.72, Synergy_ZIP=3.80, Synergy_Bliss=2.43, Synergy_Loewe=0.601, Synergy_HSA=-2.11.